The task is: Predict the product of the given reaction.. This data is from Forward reaction prediction with 1.9M reactions from USPTO patents (1976-2016). (1) Given the reactants [Si:1]([O:8][CH2:9][C@H:10]1[CH2:19][C:18]2[C:13](=[CH:14][CH:15]=[CH:16][C:17]=2[CH:20]([OH:22])[CH3:21])[C@H:12]([CH3:23])[N:11]1[C:24](=[O:34])[CH2:25][C:26]1[C:31]([Cl:32])=[CH:30][CH:29]=[CH:28][C:27]=1[Cl:33])([C:4]([CH3:7])([CH3:6])[CH3:5])([CH3:3])[CH3:2].C([O-])(O)=O.[Na+].[O-]S([O-])(=S)=O.[Na+].[Na+], predict the reaction product. The product is: [C:20]([C:17]1[CH:16]=[CH:15][CH:14]=[C:13]2[C:18]=1[CH2:19][C@H:10]([CH2:9][O:8][Si:1]([C:4]([CH3:5])([CH3:7])[CH3:6])([CH3:3])[CH3:2])[N:11]([C:24](=[O:34])[CH2:25][C:26]1[C:31]([Cl:32])=[CH:30][CH:29]=[CH:28][C:27]=1[Cl:33])[C@H:12]2[CH3:23])(=[O:22])[CH3:21]. (2) Given the reactants [C:1]([C:3]1[C:11]2[CH2:10][CH2:9][N:8]([C:12]([O:14][C:15]([CH3:18])([CH3:17])[CH3:16])=[O:13])[CH2:7][C:6]=2[O:5][C:4]=1[N:19]=[CH:20]OC)#[N:2].[Cl:23][C:24]1[CH:25]=[C:26]([CH:28]=[CH:29][C:30]=1[O:31][CH2:32][C:33]1[CH:38]=[CH:37][CH:36]=[C:35]([F:39])[CH:34]=1)[NH2:27], predict the reaction product. The product is: [Cl:23][C:24]1[CH:25]=[C:26]([NH:27][C:1]2[C:3]3[C:11]4[CH2:10][CH2:9][N:8]([C:12]([O:14][C:15]([CH3:18])([CH3:16])[CH3:17])=[O:13])[CH2:7][C:6]=4[O:5][C:4]=3[N:19]=[CH:20][N:2]=2)[CH:28]=[CH:29][C:30]=1[O:31][CH2:32][C:33]1[CH:38]=[CH:37][CH:36]=[C:35]([F:39])[CH:34]=1. (3) Given the reactants [NH:1]1[CH2:6][CH2:5][CH:4]([N:7]2[C:16]3[C:11](=[CH:12][CH:13]=[CH:14][CH:15]=3)[CH2:10][CH2:9][C:8]2=[O:17])[CH2:3][CH2:2]1.Cl[C:19]1[CH:35]=[CH:34][C:22]([C:23]([C:25]2[CH:33]=[CH:32][CH:31]=[CH:30][C:26]=2[C:27]([OH:29])=[O:28])=[O:24])=[CH:21][C:20]=1[N+:36]([O-:38])=[O:37], predict the reaction product. The product is: [N+:36]([C:20]1[CH:21]=[C:22]([C:23]([C:25]2[CH:33]=[CH:32][CH:31]=[CH:30][C:26]=2[C:27]([OH:29])=[O:28])=[O:24])[CH:34]=[CH:35][C:19]=1[N:1]1[CH2:6][CH2:5][CH:4]([N:7]2[C:16]3[C:11](=[CH:12][CH:13]=[CH:14][CH:15]=3)[CH2:10][CH2:9][C:8]2=[O:17])[CH2:3][CH2:2]1)([O-:38])=[O:37]. (4) Given the reactants Cl[C:2]1[CH:3]=[CH:4][C:5]2[N:6]([C:8]([C:11]3[S:19][C:14]4=[CH:15][N:16]=[CH:17][CH:18]=[C:13]4[CH:12]=3)=[CH:9][N:10]=2)[N:7]=1.O.C1(C)C=CC(S(O)(=O)=O)=CC=1.[NH2:32][C@H:33]1[CH2:38][CH2:37][C@H:36]([OH:39])[CH2:35][CH2:34]1, predict the reaction product. The product is: [S:19]1[C:14]2[CH:13]=[CH:18][CH:17]=[N:16][C:15]=2[CH:12]=[C:11]1[C:8]1[N:6]2[N:7]=[C:2]([NH:32][C@H:33]3[CH2:38][CH2:37][C@H:36]([OH:39])[CH2:35][CH2:34]3)[CH:3]=[CH:4][C:5]2=[N:10][CH:9]=1. (5) Given the reactants [F:1][C:2]1[C:7]([N+:8]([O-])=O)=[CH:6][C:5]([N:11]2[C:15](=[O:16])[N:14]([CH3:17])[N:13]=[N:12]2)=[C:4]([OH:18])[CH:3]=1.CCO.CC(O)=O.CC1C=C2N=C3C(=NC(NC3=O)=O)N(C[C@H](O)[C@H](O)[C@H](O)CO)C2=CC=1C, predict the reaction product. The product is: [NH2:8][C:7]1[C:2]([F:1])=[CH:3][C:4]([OH:18])=[C:5]([N:11]2[C:15](=[O:16])[N:14]([CH3:17])[N:13]=[N:12]2)[CH:6]=1.